From a dataset of Full USPTO retrosynthesis dataset with 1.9M reactions from patents (1976-2016). Predict the reactants needed to synthesize the given product. (1) Given the product [C:1]([O:5][C:6]([N:8]1[CH2:12][CH2:11][CH2:10][C@H:9]1[CH2:13][NH:14][C:15]1[C:16]([O:22][C:23]2[CH:28]=[CH:27][C:26]([O:29][CH3:30])=[CH:25][CH:24]=2)=[N:17][C:18]([C:35]2[CH:36]=[N:37][CH:38]=[C:33]([S:32][CH3:31])[CH:34]=2)=[N:19][CH:20]=1)=[O:7])([CH3:4])([CH3:3])[CH3:2], predict the reactants needed to synthesize it. The reactants are: [C:1]([O:5][C:6]([N:8]1[CH2:12][CH2:11][CH2:10][C@H:9]1[CH2:13][NH:14][C:15]1[C:16]([O:22][C:23]2[CH:28]=[CH:27][C:26]([O:29][CH3:30])=[CH:25][CH:24]=2)=[N:17][C:18](Cl)=[N:19][CH:20]=1)=[O:7])([CH3:4])([CH3:3])[CH3:2].[CH3:31][S:32][C:33]1[CH:34]=[C:35](B(O)O)[CH:36]=[N:37][CH:38]=1.C([O-])([O-])=O.[K+].[K+]. (2) Given the product [CH3:14][N:12]1[C:11](=[O:15])[N:10]([CH3:16])[C:9](=[O:17])[C:8]([N:1]2[CH2:6][CH2:5][NH:4][CH2:3][CH2:2]2)=[N:13]1, predict the reactants needed to synthesize it. The reactants are: [NH:1]1[CH2:6][CH2:5][NH:4][CH2:3][CH2:2]1.Br[C:8]1[C:9](=[O:17])[N:10]([CH3:16])[C:11](=[O:15])[N:12]([CH3:14])[N:13]=1.C(N(CC)CC)C.ClCCl. (3) Given the product [NH:1]1[C:5]2[CH:6]=[CH:7][CH:8]=[CH:9][C:4]=2[N:3]=[C:2]1[CH:10]([NH:20][C:32]([NH:31][CH2:30][CH2:29][C:24]1[CH:25]=[CH:26][CH:27]=[CH:28][C:23]=1[O:22][CH3:21])=[O:33])[CH2:11][C:12]1[CH:17]=[CH:16][C:15]([O:18][CH3:19])=[CH:14][CH:13]=1, predict the reactants needed to synthesize it. The reactants are: [NH:1]1[C:5]2[CH:6]=[CH:7][CH:8]=[CH:9][C:4]=2[N:3]=[C:2]1[CH:10]([NH2:20])[CH2:11][C:12]1[CH:17]=[CH:16][C:15]([O:18][CH3:19])=[CH:14][CH:13]=1.[CH3:21][O:22][C:23]1[CH:28]=[CH:27][CH:26]=[CH:25][C:24]=1[CH2:29][CH2:30][NH2:31].[C:32](O)(C(F)(F)F)=[O:33]. (4) Given the product [CH3:1][O:2][C:3]1[CH:8]=[C:7]([O:9][CH3:10])[CH:6]=[CH:5][C:4]=1[C:11]([N:13]1[CH2:20][CH:19]2[CH:15]([CH2:16][N:17]([C:22]3[N:27]=[C:26]([CH3:28])[CH:25]=[CH:24][N:23]=3)[CH2:18]2)[CH2:14]1)=[O:12], predict the reactants needed to synthesize it. The reactants are: [CH3:1][O:2][C:3]1[CH:8]=[C:7]([O:9][CH3:10])[CH:6]=[CH:5][C:4]=1[C:11]([N:13]1[CH2:20][CH:19]2[CH:15]([CH2:16][NH:17][CH2:18]2)[CH2:14]1)=[O:12].Cl[C:22]1[N:27]=[C:26]([CH3:28])[CH:25]=[CH:24][N:23]=1. (5) Given the product [OH:1][C:2]([C:9]1[CH:18]=[CH:17][C:12]([C:13]([O:15][CH3:16])=[O:14])=[CH:11][CH:10]=1)([C:4]1[CH:5]=[N:6][N:7]([C:20]2[CH:21]=[C:22]([NH:27][C:28]3[N:33]=[C:32]([C:34]([F:37])([F:36])[F:35])[CH:31]=[CH:30][N:29]=3)[CH:23]=[C:24]([CH3:26])[CH:25]=2)[CH:8]=1)[CH3:3], predict the reactants needed to synthesize it. The reactants are: [OH:1][C:2]([C:9]1[CH:18]=[CH:17][C:12]([C:13]([O:15][CH3:16])=[O:14])=[CH:11][CH:10]=1)([C:4]1[CH:5]=[N:6][NH:7][CH:8]=1)[CH3:3].Br[C:20]1[CH:21]=[C:22]([NH:27][C:28]2[N:33]=[C:32]([C:34]([F:37])([F:36])[F:35])[CH:31]=[CH:30][N:29]=2)[CH:23]=[C:24]([CH3:26])[CH:25]=1.CNCCNC.C(=O)([O-])[O-].[Cs+].[Cs+].